Dataset: Catalyst prediction with 721,799 reactions and 888 catalyst types from USPTO. Task: Predict which catalyst facilitates the given reaction. (1) Reactant: [F:1][C:2]([F:29])([C:21]1[CH:26]=[CH:25][C:24]([F:27])=[C:23]([CH3:28])[CH:22]=1)[C:3]1[CH:8]=[CH:7][C:6]([C:9]2[C:14]3=[N:15][S:16](=[O:20])(=[O:19])[CH2:17][CH2:18][N:13]3[CH:12]=[CH:11][CH:10]=2)=[CH:5][CH:4]=1. Product: [F:29][C:2]([F:1])([C:21]1[CH:26]=[CH:25][C:24]([F:27])=[C:23]([CH3:28])[CH:22]=1)[C:3]1[CH:8]=[CH:7][C:6]([CH:9]2[C:14]3=[N:15][S:16](=[O:19])(=[O:20])[CH2:17][CH2:18][N:13]3[CH2:12][CH2:11][CH2:10]2)=[CH:5][CH:4]=1. The catalyst class is: 609. (2) Reactant: Cl.CC([CH:6]1[CH2:11][N:10]([C:12]2[C:21]([F:22])=[CH:20][CH:19]=[C:18]3[C:13]=2[CH:14]=[CH:15][C:16]([CH3:23])=[N:17]3)[CH2:9][CH2:8][N:7]1C([O-])=O)(C)C. Product: [F:22][C:21]1[C:12]([N:10]2[CH2:9][CH2:8][NH:7][CH2:6][CH2:11]2)=[C:13]2[C:18](=[CH:19][CH:20]=1)[N:17]=[C:16]([CH3:23])[CH:15]=[CH:14]2. The catalyst class is: 12. (3) The catalyst class is: 104. Reactant: [CH2:1]([NH:3][C:4](=[O:26])[NH:5][C:6]1[N:11]=[CH:10][C:9](B(O)O)=[C:8]([C:15]2[S:16][CH:17]=[C:18]([C:20]3[CH:25]=[CH:24][CH:23]=[CH:22][CH:21]=3)[N:19]=2)[CH:7]=1)[CH3:2].[F:27][C:28]1[N:33]=[CH:32][C:31](B(O)O)=[CH:30][CH:29]=1.C(=O)(O)[O-].[Na+].O. Product: [CH2:1]([NH:3][C:4]([NH:5][C:6]1[N:11]=[CH:10][C:9]([C:31]2[CH:32]=[N:33][C:28]([F:27])=[CH:29][CH:30]=2)=[C:8]([C:15]2[S:16][CH:17]=[C:18]([C:20]3[CH:25]=[CH:24][CH:23]=[CH:22][CH:21]=3)[N:19]=2)[CH:7]=1)=[O:26])[CH3:2]. (4) Reactant: [F:1][C:2]1[CH:7]=[C:6]([F:8])[C:5]([F:9])=[CH:4][C:3]=1[CH2:10][C:11]([OH:13])=O.C(N1C=CN=C1)(N1C=CN=C1)=O.[CH3:26][C:27]1([CH3:35])[O:34][C:32](=[O:33])[CH2:31][C:29](=[O:30])[O:28]1. Product: [F:1][C:2]1[CH:7]=[C:6]([F:8])[C:5]([F:9])=[CH:4][C:3]=1[CH2:10][C:11]([CH:31]1[C:32](=[O:33])[O:34][C:27]([CH3:35])([CH3:26])[O:28][C:29]1=[O:30])=[O:13]. The catalyst class is: 1. (5) Reactant: C1([C:4]2([N:7]([CH2:40][C:41]3[CH:46]=[C:45]([CH2:47][CH2:48][CH2:49][O:50][CH3:51])[CH:44]=[C:43]([OH:52])[CH:42]=3)[C:8](=[O:39])[CH:9]([CH2:19][C:20]3[CH:25]=[CH:24][C:23]([O:26][CH2:27][CH2:28][O:29][C:30]4[C:35]([Cl:36])=[CH:34][C:33]([CH3:37])=[CH:32][C:31]=4[Cl:38])=[CH:22][CH:21]=3)[CH2:10][NH:11][C:12](=[O:18])[O:13][C:14]([CH3:17])([CH3:16])[CH3:15])[CH2:6][CH2:5]2)CC1.[N:53]1[CH:58]=[CH:57][CH:56]=[CH:55][C:54]=1[CH2:59][CH2:60]O.N(C(N1CCCCC1)=O)=NC(N1CCCCC1)=O.C(P(CCCC)CCCC)CCC. Product: [CH:4]1([N:7]([CH2:40][C:41]2[CH:42]=[C:43]([O:52][CH2:60][CH2:59][C:54]3[CH:55]=[CH:56][CH:57]=[CH:58][N:53]=3)[CH:44]=[C:45]([CH2:47][CH2:48][CH2:49][O:50][CH3:51])[CH:46]=2)[C:8](=[O:39])[CH:9]([CH2:19][C:20]2[CH:25]=[CH:24][C:23]([O:26][CH2:27][CH2:28][O:29][C:30]3[C:35]([Cl:36])=[CH:34][C:33]([CH3:37])=[CH:32][C:31]=3[Cl:38])=[CH:22][CH:21]=2)[CH2:10][NH:11][C:12](=[O:18])[O:13][C:14]([CH3:16])([CH3:17])[CH3:15])[CH2:5][CH2:6]1. The catalyst class is: 691.